Dataset: Full USPTO retrosynthesis dataset with 1.9M reactions from patents (1976-2016). Task: Predict the reactants needed to synthesize the given product. The reactants are: [OH:1][C:2]([CH2:13][C:14]1[C:22]2[C:17](=[CH:18][CH:19]=[CH:20][CH:21]=2)[NH:16][CH:15]=1)([C:10]([OH:12])=[O:11])[CH2:3][C:4](=[N:8][OH:9])[C:5]([OH:7])=[O:6].Cl.C(=O)([O-])[O-].[Na+].[Na+].[C:30]1([C@H:36]([NH2:38])[CH3:37])[CH:35]=[CH:34][CH:33]=[CH:32][CH:31]=1. Given the product [C:30]1([C@H:36]([NH2:38])[CH3:37])[CH:35]=[CH:34][CH:33]=[CH:32][CH:31]=1.[OH:1][C@:2]([CH2:13][C:14]1[C:22]2[C:17](=[CH:18][CH:19]=[CH:20][CH:21]=2)[NH:16][CH:15]=1)([C:10]([OH:12])=[O:11])[CH2:3][C:4](=[N:8][OH:9])[C:5]([OH:7])=[O:6], predict the reactants needed to synthesize it.